From a dataset of Full USPTO retrosynthesis dataset with 1.9M reactions from patents (1976-2016). Predict the reactants needed to synthesize the given product. (1) Given the product [C:37]([C:34]1([NH:33][C:3](=[O:4])[CH:2]([OH:1])[C:6]2[CH:7]=[CH:8][C:9]([C:12]3[N:16]=[C:15]([C:17]4[O:21][N:20]=[C:19]([C:22]5[CH:23]=[CH:24][CH:25]=[CH:26][CH:27]=5)[C:18]=4[C:28]([F:30])([F:31])[F:29])[O:14][N:13]=3)=[CH:10][CH:11]=2)[CH2:36][CH2:35]1)#[N:38], predict the reactants needed to synthesize it. The reactants are: [OH:1][CH:2]([C:6]1[CH:11]=[CH:10][C:9]([C:12]2[N:16]=[C:15]([C:17]3[O:21][N:20]=[C:19]([C:22]4[CH:27]=[CH:26][CH:25]=[CH:24][CH:23]=4)[C:18]=3[C:28]([F:31])([F:30])[F:29])[O:14][N:13]=2)=[CH:8][CH:7]=1)[C:3](O)=[O:4].Cl.[NH2:33][C:34]1([C:37]#[N:38])[CH2:36][CH2:35]1.CN(C(ON1N=NC2C=CC=NC1=2)=[N+](C)C)C.F[P-](F)(F)(F)(F)F.CN1CCOCC1. (2) Given the product [F:20][C:21]1[CH:26]=[CH:25][C:24]([O:27][CH3:28])=[CH:23][C:22]=1[C:29]1[CH:34]=[CH:33][C:32]([O:5][CH2:6][C:7]2[CH:8]=[C:9]([CH:17]=[CH:18][CH:19]=2)[O:10][CH2:11][C:12]([O:14][CH2:15][CH3:16])=[O:13])=[CH:31][C:30]=1[CH2:36][C:37]([CH3:40])([CH3:39])[CH3:38], predict the reactants needed to synthesize it. The reactants are: CS([O:5][CH2:6][C:7]1[CH:8]=[C:9]([CH:17]=[CH:18][CH:19]=1)[O:10][CH2:11][C:12]([O:14][CH2:15][CH3:16])=[O:13])(=O)=O.[F:20][C:21]1[CH:26]=[CH:25][C:24]([O:27][CH3:28])=[CH:23][C:22]=1[C:29]1[CH:34]=[CH:33][C:32](O)=[CH:31][C:30]=1[CH2:36][C:37]([CH3:40])([CH3:39])[CH3:38].C(=O)([O-])[O-].[K+].[K+].O. (3) Given the product [NH2:1][C:4]1[CH:16]=[CH:15][CH:14]=[CH:13][C:5]=1[CH2:6][S:7]([N:10]([CH3:12])[CH3:11])(=[O:9])=[O:8], predict the reactants needed to synthesize it. The reactants are: [N+:1]([C:4]1[CH:16]=[CH:15][CH:14]=[CH:13][C:5]=1[CH2:6][S:7]([N:10]([CH3:12])[CH3:11])(=[O:9])=[O:8])([O-])=O. (4) The reactants are: [CH3:1][O:2][C:3]1[CH:4]=[C:5]2[C:10](=[CH:11][CH:12]=1)[CH:9]=[C:8]([C:13]1[O:14][C:15]3[CH:21]=[CH:20][CH:19]=[CH:18][C:16]=3[CH:17]=1)[CH:7]=[CH:6]2.[C:22]([CH2:26][C:27](Cl)=[O:28])([CH3:25])([CH3:24])[CH3:23].[Sn](Cl)(Cl)(Cl)Cl. Given the product [CH3:1][O:2][C:3]1[CH:4]=[C:5]2[C:10](=[CH:11][CH:12]=1)[CH:9]=[C:8]([C:13]1[O:14][C:15]3[CH:21]=[CH:20][CH:19]=[CH:18][C:16]=3[C:17]=1[C:27](=[O:28])[CH2:26][C:22]([CH3:25])([CH3:24])[CH3:23])[CH:7]=[CH:6]2, predict the reactants needed to synthesize it. (5) Given the product [C:1]([O:5][C:6]([N:8]1[CH2:13][CH2:12][N:11]([C:14]2[CH:19]=[N:18][C:17]([NH:20][C:21]3[N:22]=[CH:23][C:24]4[C:29]([CH3:30])=[C:28]([C:31]([NH:77][NH:76][C:73](=[O:75])[CH3:74])=[O:33])[N:27]([CH:34]5[CH2:38][CH2:37][CH2:36][CH2:35]5)[C:25]=4[N:26]=3)=[CH:16][CH:15]=2)[CH2:10][CH2:9]1)=[O:7])([CH3:2])([CH3:3])[CH3:4], predict the reactants needed to synthesize it. The reactants are: [C:1]([O:5][C:6]([N:8]1[CH2:13][CH2:12][N:11]([C:14]2[CH:15]=[CH:16][C:17]([NH:20][C:21]3[N:22]=[CH:23][C:24]4[C:29]([CH3:30])=[C:28]([C:31]([OH:33])=O)[N:27]([CH:34]5[CH2:38][CH2:37][CH2:36][CH2:35]5)[C:25]=4[N:26]=3)=[N:18][CH:19]=2)[CH2:10][CH2:9]1)=[O:7])([CH3:4])([CH3:3])[CH3:2].CN(C(ON1N=NC2C=CC=CC1=2)=[N+](C)C)C.F[P-](F)(F)(F)(F)F.C1C=NC2N(O)N=NC=2C=1.[C:73]([NH:76][NH2:77])(=[O:75])[CH3:74].C(N(C(C)C)CC)(C)C.